The task is: Predict the reaction yield, written as a fraction of the theoretical maximum amount of product (1.0 means a 100% yield; for example, 0.34 means a 34% yield).. This data is from Reaction yield outcomes from USPTO patents with 853,638 reactions. The reactants are C([O:4][CH2:5][CH2:6][CH2:7][CH2:8][N:9]1[C:21]2[CH:20]=[CH:19][CH:18]=[CH:17][C:16]=2[C:15]2[C:10]1=[CH:11][CH:12]=[CH:13][CH:14]=2)(=O)C.O.[OH-].[Li+]. The catalyst is C1COCC1. The product is [CH:11]1[C:10]2[N:9]([CH2:8][CH2:7][CH2:6][CH2:5][OH:4])[C:21]3[C:16](=[CH:17][CH:18]=[CH:19][CH:20]=3)[C:15]=2[CH:14]=[CH:13][CH:12]=1. The yield is 0.860.